This data is from Full USPTO retrosynthesis dataset with 1.9M reactions from patents (1976-2016). The task is: Predict the reactants needed to synthesize the given product. (1) Given the product [Cl:7][C:8]1[CH:35]=[CH:34][C:11]([CH2:12][NH:13][C:14]([C:16]2[C:17](=[O:33])[C:18]3[CH:25]=[C:24]([CH2:26][Cl:1])[O:23][C:19]=3[N:20]([CH3:22])[CH:21]=2)=[O:15])=[CH:10][CH:9]=1, predict the reactants needed to synthesize it. The reactants are: [Cl:1]C(OCC)=O.[Cl:7][C:8]1[CH:35]=[CH:34][C:11]([CH2:12][NH:13][C:14]([C:16]2[C:17](=[O:33])[C:18]3[CH:25]=[C:24]([CH2:26]N4CCOCC4)[O:23][C:19]=3[N:20]([CH3:22])[CH:21]=2)=[O:15])=[CH:10][CH:9]=1.C(Cl)Cl.O. (2) Given the product [CH3:1][N:2]1[C:6]2[CH2:7][CH2:8][S:9][CH2:10][C:5]=2[C:4]([C:11]([N:30]2[CH2:31][CH2:32][CH:27]([C:22]3[CH:23]=[CH:24][CH:25]=[CH:26][C:21]=3[C:20]([F:19])([F:33])[F:34])[CH2:28][CH2:29]2)=[O:13])=[N:3]1, predict the reactants needed to synthesize it. The reactants are: [CH3:1][N:2]1[C:6]2[CH2:7][CH2:8][S:9][CH2:10][C:5]=2[C:4]([C:11]([O:13]CC)=O)=[N:3]1.[OH-].[Na+].Cl.[F:19][C:20]([F:34])([F:33])[C:21]1[CH:26]=[CH:25][CH:24]=[CH:23][C:22]=1[CH:27]1[CH2:32][CH2:31][NH:30][CH2:29][CH2:28]1.CCN=C=NCCCN(C)C.C1C=CC2N(O)N=NC=2C=1.CCN(CC)CC. (3) Given the product [F:37][C:15]([F:14])([F:36])[C:16]([N:18]([CH2:19][CH2:20][CH:21]1[CH2:26][CH2:25][N:24]([C:2]2[CH:11]=[CH:10][C:5]([C:6]([O:8][CH3:9])=[O:7])=[CH:4][N:3]=2)[CH2:23][CH2:22]1)[C@@H:27]1[CH2:29][C@H:28]1[C:30]1[CH:35]=[CH:34][CH:33]=[CH:32][CH:31]=1)=[O:17], predict the reactants needed to synthesize it. The reactants are: Br[C:2]1[CH:11]=[CH:10][C:5]([C:6]([O:8][CH3:9])=[O:7])=[CH:4][N:3]=1.[F-].[Cs+].[F:14][C:15]([F:37])([F:36])[C:16]([N:18]([C@@H:27]1[CH2:29][C@H:28]1[C:30]1[CH:35]=[CH:34][CH:33]=[CH:32][CH:31]=1)[CH2:19][CH2:20][CH:21]1[CH2:26][CH2:25][NH:24][CH2:23][CH2:22]1)=[O:17].FC(F)(F)C([O-])=O. (4) Given the product [Br:1][C:2]1[CH:10]=[C:9]2[C:5]([C:6]([I:11])=[N:7][NH:8]2)=[CH:4][CH:3]=1, predict the reactants needed to synthesize it. The reactants are: [Br:1][C:2]1[CH:10]=[C:9]2[C:5]([CH:6]=[N:7][NH:8]2)=[CH:4][CH:3]=1.[I:11]I.[OH-].[K+]. (5) Given the product [Cl:19][C:17]1[CH:16]=[CH:15][C:14]([O:20][CH:24]([CH2:27][CH3:28])[CH2:25][CH3:26])=[C:13]([CH:18]=1)[CH2:12][N:8]1[C:9]([CH3:11])=[CH:10][C:6]([CH2:5][CH2:4][C:3]([OH:2])=[O:21])=[N:7]1, predict the reactants needed to synthesize it. The reactants are: C[O:2][C:3](=[O:21])[CH2:4][CH2:5][C:6]1[CH:10]=[C:9]([CH3:11])[N:8]([CH2:12][C:13]2[CH:18]=[C:17]([Cl:19])[CH:16]=[CH:15][C:14]=2[OH:20])[N:7]=1.ClC[CH:24]([CH2:27][CH3:28])[CH2:25][CH3:26].CCC(O)CC. (6) Given the product [CH:76]1([CH2:75][C@@H:71]([NH:70][C:68](=[O:69])[CH2:67][NH:66][C:31](=[O:32])[CH2:30][O:29][C:28]2[CH:27]=[CH:26][C:25]([C@@H:14]3[C@@H:13]([S:12][CH2:11][CH:10]([C:7]4[CH:8]=[CH:9][C:4]5[CH2:3][CH2:2][O:1][C:5]=5[CH:6]=4)[OH:36])[C:16](=[O:17])[N:15]3[C:18]3[CH:23]=[CH:22][C:21]([F:24])=[CH:20][CH:19]=3)=[CH:35][CH:34]=2)[C:72]([OH:74])=[O:73])[CH2:77][CH2:78][CH2:79][CH2:80][CH2:81]1, predict the reactants needed to synthesize it. The reactants are: [O:1]1[C:5]2[CH:6]=[C:7]([C:10](=[O:36])[CH2:11][S:12][C@H:13]3[C:16](=[O:17])[N:15]([C:18]4[CH:23]=[CH:22][C:21]([F:24])=[CH:20][CH:19]=4)[C@@H:14]3[C:25]3[CH:35]=[CH:34][C:28]([O:29][CH2:30][C:31](O)=[O:32])=[CH:27][CH:26]=3)[CH:8]=[CH:9][C:4]=2[CH2:3][CH2:2]1.CN1CCOCC1.CN(C(ON1N=NC2C=CC=CC1=2)=[N+](C)C)C.[B-](F)(F)(F)F.[NH2:66][CH2:67][C:68]([NH:70][C@H:71]([CH2:75][CH:76]1[CH2:81][CH2:80][CH2:79][CH2:78][CH2:77]1)[C:72]([OH:74])=[O:73])=[O:69].[BH4-].[Na+]. (7) Given the product [ClH:30].[ClH:30].[N:11]1([CH:14]([C:21]2[CH:22]=[CH:23][C:24]([C:25]([OH:27])=[O:26])=[CH:28][CH:29]=2)[C:15]2[CH:16]=[CH:17][CH:18]=[CH:19][CH:20]=2)[CH2:12][CH2:13][NH:8][CH2:9][CH2:10]1, predict the reactants needed to synthesize it. The reactants are: C(OC([N:8]1[CH2:13][CH2:12][N:11]([CH:14]([C:21]2[CH:29]=[CH:28][C:24]([C:25]([OH:27])=[O:26])=[CH:23][CH:22]=2)[C:15]2[CH:20]=[CH:19][CH:18]=[CH:17][CH:16]=2)[CH2:10][CH2:9]1)=O)(C)(C)C.[ClH:30]. (8) Given the product [CH3:1][N:2]1[CH:6]=[C:5]([C:7]2[CH:8]=[C:9]3[C:15]([C:16]4[CH:17]=[C:18]([NH:22][C@H:23]([C:27]([NH:29][CH2:30][C:31]([F:32])([F:33])[F:34])=[O:28])[CH:24]([CH3:26])[CH3:25])[CH:19]=[N:20][CH:21]=4)=[CH:14][NH:13][C:10]3=[N:11][CH:12]=2)[CH:4]=[N:3]1, predict the reactants needed to synthesize it. The reactants are: [CH3:1][N:2]1[CH:6]=[C:5]([C:7]2[CH:8]=[C:9]3[C:15]([C:16]4[CH:17]=[C:18]([NH:22][C@H:23]([C:27]([NH:29][CH2:30][C:31]([F:34])([F:33])[F:32])=[O:28])[CH:24]([CH3:26])[CH3:25])[CH:19]=[N:20][CH:21]=4)=[CH:14][N:13](COCC[Si](C)(C)C)[C:10]3=[N:11][CH:12]=2)[CH:4]=[N:3]1.C(O)(C(F)(F)F)=O.C(N)CN.[OH-].[Na+]. (9) Given the product [Cl:21][C:20]1[C:19]2[C:14](=[C:15]([CH3:37])[CH:16]=[C:17]([C:22]([C:30]3[CH:35]=[CH:34][C:33]([Cl:36])=[CH:32][CH:31]=3)([C:24]3[N:28]([CH3:29])[CH:27]=[N:26][CH:25]=3)[OH:23])[CH:18]=2)[N:13]=[C:12]([S:42]([CH3:41])(=[O:44])=[O:43])[C:11]=1[CH2:10][C:9]1[CH:39]=[CH:40][C:6]([N:1]2[CH:5]=[CH:4][CH:3]=[N:2]2)=[CH:7][CH:8]=1, predict the reactants needed to synthesize it. The reactants are: [N:1]1([C:6]2[CH:40]=[CH:39][C:9]([CH2:10][C:11]3[C:12](Cl)=[N:13][C:14]4[C:19]([C:20]=3[Cl:21])=[CH:18][C:17]([C:22]([C:30]3[CH:35]=[CH:34][C:33]([Cl:36])=[CH:32][CH:31]=3)([C:24]3[N:28]([CH3:29])[CH:27]=[N:26][CH:25]=3)[OH:23])=[CH:16][C:15]=4[CH3:37])=[CH:8][CH:7]=2)[CH:5]=[CH:4][CH:3]=[N:2]1.[CH3:41][S:42]([OH:44])=[O:43].